This data is from Full USPTO retrosynthesis dataset with 1.9M reactions from patents (1976-2016). The task is: Predict the reactants needed to synthesize the given product. (1) Given the product [O:1]1[CH:5]=[CH:4][C:3]([C:6]2[C:11]([O:12][CH2:13][C:14]([NH:18][NH2:19])=[O:16])=[CH:10][CH:9]=[CH:8][N:7]=2)=[CH:2]1, predict the reactants needed to synthesize it. The reactants are: [O:1]1[CH:5]=[CH:4][C:3]([C:6]2[C:11]([O:12][CH2:13][C:14]([O:16]C)=O)=[CH:10][CH:9]=[CH:8][N:7]=2)=[CH:2]1.[NH2:18][NH2:19]. (2) Given the product [NH2:24][C@@H:19]1[C@H:18]([NH:17][C:6]2[N:7]=[C:8]([NH:9][C:10]3[CH:15]=[CH:14][C:13]([CH3:16])=[CH:12][CH:11]=3)[C:3]([C:1]#[N:2])=[N:4][CH:5]=2)[CH2:23][CH2:22][O:21][CH2:20]1, predict the reactants needed to synthesize it. The reactants are: [C:1]([C:3]1[N:4]=[CH:5][C:6]([NH:17][C@@H:18]2[CH2:23][CH2:22][O:21][CH2:20][C@@H:19]2[NH:24]C(=O)OC(C)(C)C)=[N:7][C:8]=1[NH:9][C:10]1[CH:15]=[CH:14][C:13]([CH3:16])=[CH:12][CH:11]=1)#[N:2].C(O)(C(F)(F)F)=O.